This data is from Forward reaction prediction with 1.9M reactions from USPTO patents (1976-2016). The task is: Predict the product of the given reaction. (1) Given the reactants Br[C:2]1[C:3]2[CH2:10][C:9]([CH3:12])([CH3:11])[CH:8]([OH:13])[C:4]=2[CH:5]=[N:6][CH:7]=1.[F:14][C:15]1[CH:16]=[C:17](B(O)O)[CH:18]=[CH:19][C:20]=1[C:21]([F:24])([F:23])[F:22], predict the reaction product. The product is: [F:14][C:15]1[CH:16]=[C:17]([C:2]2[C:3]3[CH2:10][C:9]([CH3:12])([CH3:11])[CH:8]([OH:13])[C:4]=3[CH:5]=[N:6][CH:7]=2)[CH:18]=[CH:19][C:20]=1[C:21]([F:22])([F:23])[F:24]. (2) Given the reactants [C:1]1([N:7]2[C:11]([CH2:12][CH2:13][CH:14]=O)=[CH:10][C:9]([CH2:16][CH2:17][CH3:18])=[N:8]2)[CH:6]=[CH:5][CH:4]=[CH:3][CH:2]=1.[CH3:19][C:20]1[CH:25]=[C:24]([CH3:26])[CH:23]=[CH:22][C:21]=1[N:27]1[CH2:32][CH2:31][NH:30][CH2:29][CH2:28]1.CCN(C(C)C)C(C)C.[BH-](OC(C)=O)(OC(C)=O)OC(C)=O.[Na+], predict the reaction product. The product is: [CH3:19][C:20]1[CH:25]=[C:24]([CH3:26])[CH:23]=[CH:22][C:21]=1[N:27]1[CH2:28][CH2:29][N:30]([CH2:14][CH2:13][CH2:12][C:11]2[N:7]([C:1]3[CH:6]=[CH:5][CH:4]=[CH:3][CH:2]=3)[N:8]=[C:9]([CH2:16][CH2:17][CH3:18])[CH:10]=2)[CH2:31][CH2:32]1. (3) The product is: [CH3:10][C:8]1[S:9][C:5]2[CH:4]=[C:3]([OH:2])[CH:12]=[CH:11][C:6]=2[N:7]=1. Given the reactants C[O:2][C:3]1[CH:12]=[CH:11][C:6]2[N:7]=[C:8]([CH3:10])[S:9][C:5]=2[CH:4]=1.B(Br)(Br)Br, predict the reaction product. (4) Given the reactants [Br:1][C:2]1[C:7]([CH:8]=O)=[C:6]([F:10])[C:5]([CH3:11])=[CH:4][CH:3]=1.S([O-])(OCCCCCCCCCCCC)(=O)=O.[Na+].C(OI(C1C=CC=CC=1)OC(=O)C)(=O)C.C([O-])(=O)C.[NH4+:49].S([O-])([O-])(=O)=S.[Na+].[Na+], predict the reaction product. The product is: [Br:1][C:2]1[C:7]([C:8]#[N:49])=[C:6]([F:10])[C:5]([CH3:11])=[CH:4][CH:3]=1. (5) Given the reactants S(Cl)(Cl)=O.[NH2:5][C:6]([CH3:27])([CH3:26])[CH2:7][C:8]1[CH:13]=[CH:12][C:11]([S:14]([C:17]2[CH:18]=[C:19]([CH:23]=[CH:24][CH:25]=2)[C:20]([OH:22])=[O:21])(=[O:16])=[O:15])=[CH:10][CH:9]=1.[CH2:28](O)[CH3:29], predict the reaction product. The product is: [NH2:5][C:6]([CH3:27])([CH3:26])[CH2:7][C:8]1[CH:9]=[CH:10][C:11]([S:14]([C:17]2[CH:18]=[C:19]([CH:23]=[CH:24][CH:25]=2)[C:20]([O:22][CH2:28][CH3:29])=[O:21])(=[O:15])=[O:16])=[CH:12][CH:13]=1.